This data is from Full USPTO retrosynthesis dataset with 1.9M reactions from patents (1976-2016). The task is: Predict the reactants needed to synthesize the given product. Given the product [Cl:18][C:17]1[CH:16]=[CH:15][C:14]([NH:19][C:29]([NH:28][C:23]2[CH:24]=[CH:25][CH:26]=[CH:27][C:22]=2[Cl:21])=[O:30])=[C:13]([OH:20])[C:12]=1[S:9]([NH:8][CH2:5][CH2:6][CH3:7])(=[O:11])=[O:10], predict the reactants needed to synthesize it. The reactants are: NC(N)=O.[CH2:5]([NH:8][S:9]([C:12]1[C:17]([Cl:18])=[CH:16][CH:15]=[C:14]([NH2:19])[C:13]=1[OH:20])(=[O:11])=[O:10])[CH2:6][CH3:7].[Cl:21][C:22]1[CH:27]=[CH:26][CH:25]=[CH:24][C:23]=1[N:28]=[C:29]=[O:30].